Dataset: Reaction yield outcomes from USPTO patents with 853,638 reactions. Task: Predict the reaction yield, written as a fraction of the theoretical maximum amount of product (1.0 means a 100% yield; for example, 0.34 means a 34% yield). (1) The reactants are Cl.[O:2]1[CH2:7][CH2:6][CH:5]([C:8](=[NH:12])[O:9][CH2:10][CH3:11])[CH2:4][CH2:3]1.N1C=CC=CC=1.Cl[C:20]([O:22][CH2:23][CH3:24])=[O:21]. The catalyst is C(Cl)Cl.CCCCCC.CCOC(C)=O. The product is [CH2:23]([O:22][C:20]([N:12]=[C:8]([CH:5]1[CH2:6][CH2:7][O:2][CH2:3][CH2:4]1)[O:9][CH2:10][CH3:11])=[O:21])[CH3:24]. The yield is 0.920. (2) The reactants are Br[CH2:2]/[CH:3]=[CH:4]/[C:5]([NH:7][C:8]1[CH:9]=[C:10]2[C:15](=[CH:16][C:17]=1[O:18][CH3:19])[N:14]=[CH:13][N:12]=[C:11]2[NH:20][C:21]1[CH:22]=[C:23]2[C:27](=[CH:28][CH:29]=1)[N:26]([CH2:30][C:31]1[CH:36]=[CH:35][CH:34]=[C:33]([F:37])[CH:32]=1)[N:25]=[CH:24]2)=[O:6].CCN(C(C)C)C(C)C.[O:47]1[C@H:52]2[CH2:53][NH:54][CH2:55][C@H:51]2[O:50][CH2:49][CH2:48]1.O. The catalyst is CC(N(C)C)=O. The product is [F:37][C:33]1[CH:32]=[C:31]([CH:36]=[CH:35][CH:34]=1)[CH2:30][N:26]1[C:27]2[C:23](=[CH:22][C:21]([NH:20][C:11]3[C:10]4[C:15](=[CH:16][C:17]([O:18][CH3:19])=[C:8]([NH:7][C:5](=[O:6])/[CH:4]=[CH:3]/[CH2:2][N:54]5[CH2:53][C@H:52]6[O:47][CH2:48][CH2:49][O:50][C@H:51]6[CH2:55]5)[CH:9]=4)[N:14]=[CH:13][N:12]=3)=[CH:29][CH:28]=2)[CH:24]=[N:25]1. The yield is 0.185. (3) The product is [Br:22][C:21]1[C:12]([O:11][C:10]2[CH:9]=[CH:32][C:31]([C:33]([O:35][C:36]([CH3:37])([CH3:39])[CH3:38])=[O:34])=[CH:30][CH:29]=2)=[C:13]([Cl:28])[CH:14]=[C:15]2[C:20]=1[O:19][CH2:18][CH2:17][CH:16]2[C:23]([O:25][CH2:26][CH3:27])=[O:24]. The yield is 0.170. The catalyst is CN(C)C=O. The reactants are N(OCC(C)C)=O.N[C:9]1[CH:32]=[C:31]([C:33]([O:35][C:36]([CH3:39])([CH3:38])[CH3:37])=[O:34])[CH:30]=[CH:29][C:10]=1[O:11][C:12]1[C:21]([Br:22])=[C:20]2[C:15]([CH:16]([C:23]([O:25][CH2:26][CH3:27])=[O:24])[CH2:17][CH2:18][O:19]2)=[CH:14][C:13]=1[Cl:28].